The task is: Predict the reactants needed to synthesize the given product.. This data is from Full USPTO retrosynthesis dataset with 1.9M reactions from patents (1976-2016). (1) Given the product [NH2:3][CH2:2][CH2:1][NH:4][S:27]([C:25]1[C:24]2[C:19](=[CH:20][CH:21]=[C:22]([CH3:31])[CH:23]=2)[N:18]=[C:17]([N:9]2[CH2:10][C:11]3[CH:16]=[CH:15][CH:14]=[CH:13][C:12]=3[S:6](=[O:32])(=[O:5])[CH2:7][CH2:8]2)[CH:26]=1)(=[O:28])=[O:29], predict the reactants needed to synthesize it. The reactants are: [CH2:1]([NH2:4])[CH2:2][NH2:3].[O:5]=[S:6]1(=[O:32])[C:12]2[CH:13]=[CH:14][CH:15]=[CH:16][C:11]=2[CH2:10][N:9]([C:17]2[CH:26]=[C:25]([S:27](Cl)(=[O:29])=[O:28])[C:24]3[C:19](=[CH:20][CH:21]=[C:22]([CH3:31])[CH:23]=3)[N:18]=2)[CH2:8][CH2:7]1. (2) Given the product [NH:1]1[C:9]2[C:4](=[CH:5][C:6]([CH:10]([C:12]3[CH:17]=[CH:16][CH:15]=[CH:14][CH:13]=3)[C:24]([CH3:26])([CH3:25])[C:23]([O:22][CH3:21])=[O:27])=[CH:7][CH:8]=2)[CH:3]=[N:2]1, predict the reactants needed to synthesize it. The reactants are: [NH:1]1[C:9]2[C:4](=[CH:5][C:6]([CH:10]([C:12]3[CH:17]=[CH:16][CH:15]=[CH:14][CH:13]=3)O)=[CH:7][CH:8]=2)[CH:3]=[N:2]1.C(Cl)Cl.[CH3:21][O:22][C:23]([O:27][Si](C)(C)C)=[C:24]([CH3:26])[CH3:25].